Dataset: Forward reaction prediction with 1.9M reactions from USPTO patents (1976-2016). Task: Predict the product of the given reaction. (1) Given the reactants [Br:1][C:2]1[C:8]([C:9]([F:12])([F:11])[F:10])=[CH:7][C:5]([NH2:6])=[C:4]([O:13][CH2:14][CH2:15]Cl)[CH:3]=1.[I-].[K+].C(=O)([O-])[O-].[K+].[K+].O, predict the reaction product. The product is: [Br:1][C:2]1[C:8]([C:9]([F:12])([F:11])[F:10])=[CH:7][C:5]2[NH:6][CH2:15][CH2:14][O:13][C:4]=2[CH:3]=1. (2) Given the reactants [C:1]([O:5][C:6]([N:8]1[CH2:13][CH2:12][CH:11]([CH2:14][CH2:15]/[CH:16]=[CH:17]\[C:18]2[CH:23]=[CH:22][N:21]=[CH:20][CH:19]=2)[CH2:10][CH2:9]1)=[O:7])([CH3:4])([CH3:3])[CH3:2], predict the reaction product. The product is: [C:1]([O:5][C:6]([N:8]1[CH2:13][CH2:12][CH:11]([CH2:14][CH2:15][CH2:16][CH2:17][C:18]2[CH:23]=[CH:22][N:21]=[CH:20][CH:19]=2)[CH2:10][CH2:9]1)=[O:7])([CH3:4])([CH3:2])[CH3:3].